Dataset: NCI-60 drug combinations with 297,098 pairs across 59 cell lines. Task: Regression. Given two drug SMILES strings and cell line genomic features, predict the synergy score measuring deviation from expected non-interaction effect. (1) Drug 1: CCCS(=O)(=O)NC1=C(C(=C(C=C1)F)C(=O)C2=CNC3=C2C=C(C=N3)C4=CC=C(C=C4)Cl)F. Drug 2: COC1=CC(=CC(=C1O)OC)C2C3C(COC3=O)C(C4=CC5=C(C=C24)OCO5)OC6C(C(C7C(O6)COC(O7)C8=CC=CS8)O)O. Cell line: BT-549. Synergy scores: CSS=26.0, Synergy_ZIP=-0.552, Synergy_Bliss=-2.04, Synergy_Loewe=-26.7, Synergy_HSA=-3.71. (2) Drug 1: CCC(=C(C1=CC=CC=C1)C2=CC=C(C=C2)OCCN(C)C)C3=CC=CC=C3.C(C(=O)O)C(CC(=O)O)(C(=O)O)O. Drug 2: COC1=C2C(=CC3=C1OC=C3)C=CC(=O)O2. Cell line: U251. Synergy scores: CSS=23.1, Synergy_ZIP=1.54, Synergy_Bliss=1.50, Synergy_Loewe=-0.620, Synergy_HSA=-1.07. (3) Drug 1: C1=C(C(=O)NC(=O)N1)F. Drug 2: CN1C2=C(C=C(C=C2)N(CCCl)CCCl)N=C1CCCC(=O)O.Cl. Cell line: SNB-75. Synergy scores: CSS=20.4, Synergy_ZIP=-4.91, Synergy_Bliss=-2.53, Synergy_Loewe=-7.29, Synergy_HSA=-2.23. (4) Drug 1: CC1=CC=C(C=C1)C2=CC(=NN2C3=CC=C(C=C3)S(=O)(=O)N)C(F)(F)F. Drug 2: CC1=C(C=C(C=C1)NC(=O)C2=CC=C(C=C2)CN3CCN(CC3)C)NC4=NC=CC(=N4)C5=CN=CC=C5. Cell line: HOP-62. Synergy scores: CSS=12.9, Synergy_ZIP=-7.40, Synergy_Bliss=-0.990, Synergy_Loewe=-3.25, Synergy_HSA=0.925. (5) Drug 1: CC1=C2C(C(=O)C3(C(CC4C(C3C(C(C2(C)C)(CC1OC(=O)C(C(C5=CC=CC=C5)NC(=O)C6=CC=CC=C6)O)O)OC(=O)C7=CC=CC=C7)(CO4)OC(=O)C)O)C)OC(=O)C. Drug 2: C(CC(=O)O)C(=O)CN.Cl. Cell line: SN12C. Synergy scores: CSS=33.7, Synergy_ZIP=-2.11, Synergy_Bliss=-1.72, Synergy_Loewe=-33.6, Synergy_HSA=-1.10. (6) Drug 1: CS(=O)(=O)OCCCCOS(=O)(=O)C. Drug 2: C(CN)CNCCSP(=O)(O)O. Cell line: SF-268. Synergy scores: CSS=2.70, Synergy_ZIP=-1.86, Synergy_Bliss=-3.93, Synergy_Loewe=-5.05, Synergy_HSA=-5.19. (7) Drug 1: CN(C)N=NC1=C(NC=N1)C(=O)N. Drug 2: CC(C1=C(C=CC(=C1Cl)F)Cl)OC2=C(N=CC(=C2)C3=CN(N=C3)C4CCNCC4)N. Cell line: SK-MEL-2. Synergy scores: CSS=-12.4, Synergy_ZIP=1.44, Synergy_Bliss=-20.3, Synergy_Loewe=-24.6, Synergy_HSA=-24.7. (8) Drug 1: CCCS(=O)(=O)NC1=C(C(=C(C=C1)F)C(=O)C2=CNC3=C2C=C(C=N3)C4=CC=C(C=C4)Cl)F. Drug 2: CC1=CC=C(C=C1)C2=CC(=NN2C3=CC=C(C=C3)S(=O)(=O)N)C(F)(F)F. Cell line: SK-MEL-28. Synergy scores: CSS=31.0, Synergy_ZIP=3.52, Synergy_Bliss=3.70, Synergy_Loewe=-25.9, Synergy_HSA=1.88.